From a dataset of TCR-epitope binding with 47,182 pairs between 192 epitopes and 23,139 TCRs. Binary Classification. Given a T-cell receptor sequence (or CDR3 region) and an epitope sequence, predict whether binding occurs between them. (1) Result: 1 (the TCR binds to the epitope). The epitope is VLWAHGFEL. The TCR CDR3 sequence is CASSSPRDFTYNEQFF. (2) The epitope is RAKFKQLL. The TCR CDR3 sequence is CASSFSGTVRGGYTF. Result: 1 (the TCR binds to the epitope). (3) The TCR CDR3 sequence is CSVEGRTGGSYNEQFF. Result: 0 (the TCR does not bind to the epitope). The epitope is ARMILMTHF. (4) The epitope is TTLPVNVAF. The TCR CDR3 sequence is CSVEVMGLRGYTF. Result: 1 (the TCR binds to the epitope). (5) The epitope is NLWNTFTRL. The TCR CDR3 sequence is CASSRGANQPQHF. Result: 0 (the TCR does not bind to the epitope). (6) The epitope is TFYLTNDVSFL. The TCR CDR3 sequence is CASSQPPGGTQYF. Result: 0 (the TCR does not bind to the epitope). (7) The epitope is KLSALGINAV. The TCR CDR3 sequence is CSARGISRPYGDEKLFF. Result: 0 (the TCR does not bind to the epitope).